Dataset: Peptide-MHC class I binding affinity with 185,985 pairs from IEDB/IMGT. Task: Regression. Given a peptide amino acid sequence and an MHC pseudo amino acid sequence, predict their binding affinity value. This is MHC class I binding data. The peptide sequence is ILYNEYNFV. The MHC is HLA-B07:02 with pseudo-sequence HLA-B07:02. The binding affinity (normalized) is 0.0847.